Dataset: Forward reaction prediction with 1.9M reactions from USPTO patents (1976-2016). Task: Predict the product of the given reaction. (1) Given the reactants [C:1]([O:9]CC)(=O)[CH2:2][C:3]([O:5][CH2:6][CH3:7])=[O:4].[H-].[Na+].[H][H].[C:16]12[C:22](=[CH:23][CH:24]=[CH:25][CH:26]=1)[NH:21]C(=O)O[C:17]2=[O:18].Cl, predict the reaction product. The product is: [CH2:6]([O:5][C:3]([C:2]1[C:1](=[O:9])[NH:21][C:22]2[C:16]([C:17]=1[OH:18])=[CH:26][CH:25]=[CH:24][CH:23]=2)=[O:4])[CH3:7]. (2) Given the reactants Cl.[C:2]1([CH3:24])[CH:7]=[C:6]([CH3:8])[CH:5]=[C:4]([CH3:9])[C:3]=1[C:10]1[CH:15]=[CH:14][N:13]=[CH:12][C:11]=1[NH:16]C(=O)OC(C)(C)C.[OH-].[Na+], predict the reaction product. The product is: [C:2]1([CH3:24])[CH:7]=[C:6]([CH3:8])[CH:5]=[C:4]([CH3:9])[C:3]=1[C:10]1[CH:15]=[CH:14][N:13]=[CH:12][C:11]=1[NH2:16]. (3) Given the reactants CCN=C=NCCCN(C)C.CS(C)=O.[CH3:16][O:17][C:18](=[O:34])[CH2:19][CH2:20][CH2:21][CH2:22][CH2:23][CH2:24][N:25]1[C:30](=[O:31])[CH2:29][CH2:28][CH2:27][CH:26]1[CH2:32][OH:33].FC(F)(F)C([O-])=O.[NH+]1C=CC=CC=1, predict the reaction product. The product is: [CH3:16][O:17][C:18](=[O:34])[CH2:19][CH2:20][CH2:21][CH2:22][CH2:23][CH2:24][N:25]1[C:30](=[O:31])[CH2:29][CH2:28][CH2:27][CH:26]1[CH:32]=[O:33]. (4) The product is: [CH3:37][C:36]1[N:38]=[C:9]([C:8]2[CH:7]=[CH:6][C:5]([CH2:4][C:3]([C:14]3[CH:15]=[CH:16][CH:17]=[CH:18][CH:19]=3)=[O:20])=[CH:13][CH:12]=2)[O:11][N:35]=1. Given the reactants CO[C:3]([O:20]C)([C:14]1[CH:19]=[CH:18][CH:17]=[CH:16][CH:15]=1)[CH2:4][C:5]1[CH:13]=[CH:12][C:8]([C:9]([OH:11])=O)=[CH:7][CH:6]=1.C(N1C=CN=C1)(N1C=CN=C1)=O.O[NH:35][C:36](=[NH:38])[CH3:37], predict the reaction product. (5) Given the reactants [CH2:1]([O:8][C@@H:9]1[C@H:15]([OH:16])[C@H:14]([OH:17])[C@@H:13]([CH2:18][OH:19])[C:10]21[CH2:12][CH2:11]2)[C:2]1[CH:7]=[CH:6][CH:5]=[CH:4][CH:3]=1.N1C=CN=C1.Cl[Si:26]([CH:39]([CH3:41])[CH3:40])([CH:36]([CH3:38])[CH3:37])[O:27][Si:28](Cl)([CH:32]([CH3:34])[CH3:33])[CH:29]([CH3:31])[CH3:30], predict the reaction product. The product is: [CH2:1]([O:8][C@H:9]1[C:10]2([CH2:12][CH2:11]2)[C@H:13]2[C@@H:14]([O:17][Si:26]([CH:36]([CH3:38])[CH3:37])([CH:39]([CH3:41])[CH3:40])[O:27][Si:28]([CH:32]([CH3:34])[CH3:33])([CH:29]([CH3:30])[CH3:31])[O:19][CH2:18]2)[C@H:15]1[OH:16])[C:2]1[CH:3]=[CH:4][CH:5]=[CH:6][CH:7]=1. (6) The product is: [C:47]([N:29]1[C:30]2[C:35](=[CH:34][C:33]([C:38]3[CH:39]=[N:40][N:41]([CH:43]4[CH2:46][O:45][CH2:44]4)[CH:42]=3)=[CH:32][CH:31]=2)[N:36]([C:5]([O:6][CH:7]2[CH2:16][O:13][CH2:14]2)=[O:11])[CH2:37][C@@H:28]1[CH3:27])(=[O:49])[CH3:48]. Given the reactants ClC(Cl)(O[C:5](=[O:11])[O:6][C:7](Cl)(Cl)Cl)Cl.[O:13]1[CH2:16]C(O)[CH2:14]1.C(N(CC)C(C)C)(C)C.[CH3:27][C@H:28]1[CH2:37][NH:36][C:35]2[C:30](=[CH:31][CH:32]=[C:33]([C:38]3[CH:39]=[N:40][N:41]([CH:43]4[CH2:46][O:45][CH2:44]4)[CH:42]=3)[CH:34]=2)[N:29]1[C:47](=[O:49])[CH3:48], predict the reaction product. (7) Given the reactants [CH2:1]([N:8]1[CH2:13][CH2:12][N:11]([CH2:14][C:15]2[CH:20]=[CH:19][CH:18]=[CH:17][CH:16]=2)[CH2:10][CH:9]1[CH2:21][OH:22])[C:2]1[CH:7]=[CH:6][CH:5]=[CH:4][CH:3]=1.N1C=CN=C1.[C:28]([Si:32](Cl)([C:39]1[CH:44]=[CH:43][CH:42]=[CH:41][CH:40]=1)[C:33]1[CH:38]=[CH:37][CH:36]=[CH:35][CH:34]=1)([CH3:31])([CH3:30])[CH3:29], predict the reaction product. The product is: [Si:32]([O:22][CH2:21][CH:9]1[CH2:10][N:11]([CH2:14][C:15]2[CH:20]=[CH:19][CH:18]=[CH:17][CH:16]=2)[CH2:12][CH2:13][N:8]1[CH2:1][C:2]1[CH:3]=[CH:4][CH:5]=[CH:6][CH:7]=1)([C:28]([CH3:31])([CH3:30])[CH3:29])([C:39]1[CH:40]=[CH:41][CH:42]=[CH:43][CH:44]=1)[C:33]1[CH:38]=[CH:37][CH:36]=[CH:35][CH:34]=1. (8) Given the reactants Cl[C:2]1[CH:7]=[C:6]([C:8]2[CH2:13][CH2:12][CH:11]([CH3:14])[CH2:10][CH:9]=2)[N:5]=[C:4]([NH2:15])[N:3]=1.[C:16]([O:20][C:21]([NH:23][CH:24]1[CH2:28][CH2:27][NH:26][CH2:25]1)=[O:22])([CH3:19])([CH3:18])[CH3:17].C(N(CC)CC)C, predict the reaction product. The product is: [NH2:15][C:4]1[N:3]=[C:2]([N:26]2[CH2:27][CH2:28][CH:24]([NH:23][C:21](=[O:22])[O:20][C:16]([CH3:18])([CH3:17])[CH3:19])[CH2:25]2)[CH:7]=[C:6]([C:8]2[CH2:13][CH2:12][CH:11]([CH3:14])[CH2:10][CH:9]=2)[N:5]=1.